Predict the product of the given reaction. From a dataset of Forward reaction prediction with 1.9M reactions from USPTO patents (1976-2016). (1) Given the reactants Cl.[OH:2][CH:3]1[CH:10]2[CH2:11][C:6]3([C:13]([NH:15][C@H:16]4[CH2:21][CH2:20][CH2:19][NH:18][CH2:17]4)=[O:14])[CH2:7][CH:8]([CH2:12][CH:4]1[CH2:5]3)[CH2:9]2.Br[C:23]1[CH:28]=[CH:27][CH:26]=[CH:25][CH:24]=1.CC(C)([O-])C.[Na+].CS(C)=O.C(O)(C(F)(F)F)=O, predict the reaction product. The product is: [OH:2][CH:3]1[CH:10]2[CH2:11][C:6]3([C:13]([NH:15][C@H:16]4[CH2:21][CH2:20][CH2:19][N:18]([C:23]5[CH:28]=[CH:27][CH:26]=[CH:25][CH:24]=5)[CH2:17]4)=[O:14])[CH2:7][CH:8]([CH2:12][CH:4]1[CH2:5]3)[CH2:9]2. (2) Given the reactants Cl.[CH:2]([O:5][NH2:6])([CH3:4])[CH3:3].Cl.CON.Cl[C:12]1[C:21]2[C:16](=[CH:17][CH:18]=[CH:19][CH:20]=2)[N:15]=[CH:14][C:13]=1[NH:22][C:23](=O)[CH2:24][CH2:25][CH2:26][CH3:27], predict the reaction product. The product is: [CH2:24]([C:23]1[N:6]([O:5][CH:2]([CH3:4])[CH3:3])[C:12]2[C:21]3[CH:20]=[CH:19][CH:18]=[CH:17][C:16]=3[N:15]=[CH:14][C:13]=2[N:22]=1)[CH2:25][CH2:26][CH3:27]. (3) Given the reactants [NH2:1][C:2]1[C:11]([F:12])=[CH:10][C:5]([C:6]([O:8]C)=[O:7])=[C:4]([Br:13])[CH:3]=1.[OH-].[Li+].Cl, predict the reaction product. The product is: [NH2:1][C:2]1[C:11]([F:12])=[CH:10][C:5]([C:6]([OH:8])=[O:7])=[C:4]([Br:13])[CH:3]=1. (4) The product is: [Br:4][C:5]1[CH:20]=[CH:19][C:8]([O:9][C:10]2[CH:15]=[CH:14][C:13]([C:16]([OH:18])([CH3:1])[CH3:17])=[CH:12][CH:11]=2)=[CH:7][CH:6]=1. Given the reactants [CH3:1][Mg]Br.[Br:4][C:5]1[CH:20]=[CH:19][C:8]([O:9][C:10]2[CH:15]=[CH:14][C:13]([C:16](=[O:18])[CH3:17])=[CH:12][CH:11]=2)=[CH:7][CH:6]=1, predict the reaction product. (5) Given the reactants C(N(CC)[C:4](=[O:15])[CH2:5][C:6]1[C:11]([O:12][CH3:13])=[CH:10][CH:9]=[CH:8][C:7]=1[OH:14])C.FC(F)(F)C(O)=O.[OH-].[Na+], predict the reaction product. The product is: [CH3:13][O:12][C:11]1[C:6]2[CH2:5][C:4](=[O:15])[O:14][C:7]=2[CH:8]=[CH:9][CH:10]=1. (6) Given the reactants [CH3:1][C:2]1[N:7]=[CH:6][C:5]([C:8]#[N:9])=[CH:4][CH:3]=1.[Cl-].[OH:11][NH3+:12].C(N(CC)CC)C, predict the reaction product. The product is: [OH:11][N:12]=[C:8]([C:5]1[CH:6]=[N:7][C:2]([CH3:1])=[CH:3][CH:4]=1)[NH2:9].